Dataset: Full USPTO retrosynthesis dataset with 1.9M reactions from patents (1976-2016). Task: Predict the reactants needed to synthesize the given product. (1) Given the product [N+:1]([O-:4])([O-:3])=[O:2].[Ag+:5].[OH2:9].[CH2:7]([OH:9])[CH3:8], predict the reactants needed to synthesize it. The reactants are: [N+:1]([O-:4])([O-:3])=[O:2].[Ag+:5].O.[CH2:7]([OH:9])[CH3:8]. (2) The reactants are: [Cl:1][C:2]1[CH:7]=[CH:6][C:5]([CH2:8][C:9](=O)[CH2:10][CH:11]([CH3:13])[CH3:12])=[CH:4][C:3]=1[O:15][CH2:16][CH2:17][O:18][CH3:19].C([O-])(=O)C.[NH4+].[BH3-]C#[N:27].[Na+].[OH-].[Na+]. Given the product [Cl:1][C:2]1[CH:7]=[CH:6][C:5]([CH2:8][CH:9]([NH2:27])[CH2:10][CH:11]([CH3:13])[CH3:12])=[CH:4][C:3]=1[O:15][CH2:16][CH2:17][O:18][CH3:19], predict the reactants needed to synthesize it. (3) Given the product [C:19]([O:22][CH2:2][CH2:3][CH2:4][CH2:5][N:6]1[C:18]2[CH:17]=[CH:16][CH:15]=[CH:14][C:13]=2[C:12]2[C:7]1=[CH:8][CH:9]=[CH:10][CH:11]=2)(=[O:21])[CH3:20], predict the reactants needed to synthesize it. The reactants are: Br[CH2:2][CH2:3][CH2:4][CH2:5][N:6]1[C:18]2[CH:17]=[CH:16][CH:15]=[CH:14][C:13]=2[C:12]2[C:7]1=[CH:8][CH:9]=[CH:10][CH:11]=2.[C:19]([O-:22])(=[O:21])[CH3:20].[K+]. (4) Given the product [CH:21]([CH:10]1[C:9](=[O:24])[NH:8][CH2:13][CH2:12][N:11]1[C:14]([O:16][C:17]([CH3:19])([CH3:18])[CH3:20])=[O:15])([CH3:23])[CH3:22], predict the reactants needed to synthesize it. The reactants are: C([N:8]1[CH2:13][CH2:12][N:11]([C:14]([O:16][C:17]([CH3:20])([CH3:19])[CH3:18])=[O:15])[C@H:10]([CH:21]([CH3:23])[CH3:22])[C:9]1=[O:24])C1C=CC=CC=1. (5) Given the product [C:9]([O:13][C:14]([N:16]1[CH2:21][CH2:20][C:19]2[C:22]([C:23]([F:26])([F:24])[F:25])=[N:8][CH:6]=[N:7][C:18]=2[CH2:17]1)=[O:15])([CH3:12])([CH3:10])[CH3:11], predict the reactants needed to synthesize it. The reactants are: [O-]CC.[Na+].Cl.[CH:6]([NH2:8])=[NH:7].[C:9]([O:13][C:14]([N:16]1[CH2:21][CH2:20][CH:19]([C:22](=O)[C:23]([F:26])([F:25])[F:24])[C:18](=O)[CH2:17]1)=[O:15])([CH3:12])([CH3:11])[CH3:10]. (6) Given the product [Cl:10][C:2]1[N:6]([CH3:7])[N:5]=[CH:4][C:3]=1[C:8]#[N:9], predict the reactants needed to synthesize it. The reactants are: N[C:2]1[N:6]([CH3:7])[N:5]=[CH:4][C:3]=1[C:8]#[N:9].[ClH:10].N([O-])=O.[Na+].NC(N)=O.[OH-].[Na+].